Dataset: Forward reaction prediction with 1.9M reactions from USPTO patents (1976-2016). Task: Predict the product of the given reaction. (1) Given the reactants [F-].C([N+](CCCC)(CCCC)CCCC)CCC.[Si]([O:26][CH:27]1[CH2:35][CH2:34][C:33]2[N:29]([C:30]3[N:49]=[CH:48][N:47]=[C:46]([NH2:50])[C:31]=3[C:32]=2[C:36]2[CH:37]=[N:38][C:39]3[C:44]([CH:45]=2)=[CH:43][CH:42]=[CH:41][CH:40]=3)[CH2:28]1)(C(C)(C)C)(C)C, predict the reaction product. The product is: [NH2:50][C:46]1[C:31]2[C:32]([C:36]3[CH:37]=[N:38][C:39]4[C:44]([CH:45]=3)=[CH:43][CH:42]=[CH:41][CH:40]=4)=[C:33]3[N:29]([C:30]=2[N:49]=[CH:48][N:47]=1)[CH2:28][CH:27]([OH:26])[CH2:35][CH2:34]3. (2) Given the reactants [C:1]([O:5][C:6]([N:8]1[CH2:13][CH2:12][CH:11]([C:14]2[CH:19]=[CH:18][C:17]([NH2:20])=[C:16]([C:21]3[CH2:26][CH2:25][C:24]([CH3:28])([CH3:27])[CH2:23][CH:22]=3)[CH:15]=2)[CH2:10][CH2:9]1)=[O:7])([CH3:4])([CH3:3])[CH3:2].[K+].[C:30]([C:32]1[N:33]=[C:34]([C:45]([O-])=[O:46])[N:35]([CH2:37][O:38][CH2:39][CH2:40][Si:41]([CH3:44])([CH3:43])[CH3:42])[CH:36]=1)#[N:31].C1CN([P+](Br)(N2CCCC2)N2CCCC2)CC1.F[P-](F)(F)(F)(F)F.CCN(C(C)C)C(C)C, predict the reaction product. The product is: [C:1]([O:5][C:6]([N:8]1[CH2:13][CH2:12][CH:11]([C:14]2[CH:19]=[CH:18][C:17]([NH:20][C:45]([C:34]3[N:35]([CH2:37][O:38][CH2:39][CH2:40][Si:41]([CH3:44])([CH3:43])[CH3:42])[CH:36]=[C:32]([C:30]#[N:31])[N:33]=3)=[O:46])=[C:16]([C:21]3[CH2:26][CH2:25][C:24]([CH3:28])([CH3:27])[CH2:23][CH:22]=3)[CH:15]=2)[CH2:10][CH2:9]1)=[O:7])([CH3:4])([CH3:2])[CH3:3]. (3) Given the reactants [F:1][C:2]1[C:24]([F:25])=[CH:23][CH:22]=[CH:21][C:3]=1[CH2:4][CH2:5][C:6]1[CH:11]=[CH:10][C:9]([O:12][CH2:13][CH2:14][CH2:15][CH2:16][CH2:17][CH3:18])=[C:8]([F:19])[C:7]=1[F:20].C([Li])(CC)C.[F:31][C:32]1[C:37]([F:38])=[C:36]([O:39][CH2:40][CH3:41])[CH:35]=[CH:34][C:33]=1[CH:42]1[CH2:47][CH2:46][C:45](=O)[CH2:44][CH2:43]1.Cl, predict the reaction product. The product is: [F:20][C:7]1[C:8]([F:19])=[C:9]([O:12][CH2:13][CH2:14][CH2:15][CH2:16][CH2:17][CH3:18])[CH:10]=[CH:11][C:6]=1[CH2:5][CH2:4][C:3]1[CH:21]=[CH:22][C:23]([C:45]2[CH2:46][CH2:47][CH:42]([C:33]3[CH:34]=[CH:35][C:36]([O:39][CH2:40][CH3:41])=[C:37]([F:38])[C:32]=3[F:31])[CH2:43][CH:44]=2)=[C:24]([F:25])[C:2]=1[F:1].